Dataset: Reaction yield outcomes from USPTO patents with 853,638 reactions. Task: Predict the reaction yield, written as a fraction of the theoretical maximum amount of product (1.0 means a 100% yield; for example, 0.34 means a 34% yield). (1) The reactants are [NH2:1][CH2:2][CH2:3][N:4]1[C:8](=[O:9])/[C:7](=[CH:10]/[C:11]2[CH:16]=[CH:15][C:14]([O:17][CH2:18][CH3:19])=[CH:13][CH:12]=2)/[S:6][C:5]1=[O:20].C(N(CC)CC)C.[C:28](OC(=O)C)(=[O:30])[CH3:29]. The catalyst is ClCCl. The product is [CH2:18]([O:17][C:14]1[CH:15]=[CH:16][C:11](/[CH:10]=[C:7]2/[C:8](=[O:9])[N:4]([CH2:3][CH2:2][NH:1][C:28](=[O:30])[CH3:29])[C:5](=[O:20])[S:6]/2)=[CH:12][CH:13]=1)[CH3:19]. The yield is 0.886. (2) The reactants are [CH3:1][O:2][C:3]1[C:12]2[CH2:13][NH:14][C:15](=[O:16])[C:11]=2[C:10]([O:17][CH2:18][C:19]2[CH:24]=[CH:23][C:22]([O:25][CH3:26])=[CH:21][CH:20]=2)=[C:9]2[C:4]=1[CH:5]=[CH:6][CH:7]=[N:8]2.[H-].[Na+].[Cl:29][C:30]1[CH:31]=[C:32]([CH:35]=[C:36]([Cl:38])[CH:37]=1)[CH2:33]Cl.[I-].[Na+]. The product is [Cl:29][C:30]1[CH:31]=[C:32]([CH:35]=[C:36]([Cl:38])[CH:37]=1)[CH2:33][N:14]1[C:15](=[O:16])[C:11]2[C:10]([O:17][CH2:18][C:19]3[CH:24]=[CH:23][C:22]([O:25][CH3:26])=[CH:21][CH:20]=3)=[C:9]3[C:4]([CH:5]=[CH:6][CH:7]=[N:8]3)=[C:3]([O:2][CH3:1])[C:12]=2[CH2:13]1. The yield is 0.400. The catalyst is CN(C)C=O.C(O)(=O)C. (3) The reactants are Br[C:2]1[CH:3]=[CH:4][C:5]2[O:14][CH2:13][CH2:12][C:11]3[S:10][C:9]([C:15]4[N:16]([CH:20]([CH3:22])[CH3:21])[N:17]=[CH:18][N:19]=4)=[N:8][C:7]=3[C:6]=2[CH:23]=1.[CH3:24][O:25][C:26]1[CH:27]=[N:28][CH:29]=[C:30](B2OC(C)(C)C(C)(C)O2)[CH:31]=1. No catalyst specified. The product is [CH:20]([N:16]1[C:15]([C:9]2[S:10][C:11]3[CH2:12][CH2:13][O:14][C:5]4[CH:4]=[CH:3][C:2]([C:30]5[CH:29]=[N:28][CH:27]=[C:26]([O:25][CH3:24])[CH:31]=5)=[CH:23][C:6]=4[C:7]=3[N:8]=2)=[N:19][CH:18]=[N:17]1)([CH3:22])[CH3:21]. The yield is 0.600.